From a dataset of Forward reaction prediction with 1.9M reactions from USPTO patents (1976-2016). Predict the product of the given reaction. Given the reactants Br[C:2]1[C:10]2[C:5](=[C:6]([O:18][C:19]3[CH:24]=[CH:23][C:22]([S:25]([CH3:28])(=[O:27])=[O:26])=[CH:21][CH:20]=3)[CH:7]=[C:8]([C:11]3[C:16]([Cl:17])=[CH:15][CH:14]=[CH:13][N:12]=3)[CH:9]=2)[N:4]([CH3:29])[N:3]=1.CC1(C)[O:35][CH:34]([CH2:36][N:37]2[CH:41]=[CH:40][C:39]([NH2:42])=[N:38]2)[C:33]([CH3:44])([CH3:43])[O:32]1, predict the reaction product. The product is: [Cl:17][C:16]1[C:11]([C:8]2[CH:9]=[C:10]3[C:5](=[C:6]([O:18][C:19]4[CH:24]=[CH:23][C:22]([S:25]([CH3:28])(=[O:27])=[O:26])=[CH:21][CH:20]=4)[CH:7]=2)[N:4]([CH3:29])[N:3]=[C:2]3[NH:42][C:39]2[CH:40]=[CH:41][N:37]([CH2:36][CH:34]([OH:35])[C:33]([CH3:43])([OH:32])[CH3:44])[N:38]=2)=[N:12][CH:13]=[CH:14][CH:15]=1.